This data is from Full USPTO retrosynthesis dataset with 1.9M reactions from patents (1976-2016). The task is: Predict the reactants needed to synthesize the given product. (1) The reactants are: Cl.Cl.[CH2:3]([N:5]([CH2:20][CH3:21])[C:6]([CH:8]1[CH2:13][CH2:12][CH2:11][N:10]([CH:14]2[CH2:19][CH2:18][NH:17][CH2:16][CH2:15]2)[CH2:9]1)=[O:7])[CH3:4].[NH2:22][C:23]1[S:24][C:25]2[CH:34]=[CH:33][CH:32]=[CH:31][C:26]=2[C:27]=1[C:28](O)=[O:29]. Given the product [NH2:22][C:23]1[S:24][C:25]2[CH:34]=[CH:33][CH:32]=[CH:31][C:26]=2[C:27]=1[C:28]([N:17]1[CH2:16][CH2:15][CH:14]([N:10]2[CH2:11][CH2:12][CH2:13][CH:8]([C:6]([N:5]([CH2:3][CH3:4])[CH2:20][CH3:21])=[O:7])[CH2:9]2)[CH2:19][CH2:18]1)=[O:29], predict the reactants needed to synthesize it. (2) Given the product [Cl:1][C:2]1[N:10]=[C:9]2[NH:8][CH:7]=[C:6]([C:15](=[O:17])[CH3:16])[C:5]2=[CH:4][CH:3]=1, predict the reactants needed to synthesize it. The reactants are: [Cl:1][C:2]1[N:10]=[C:9]2[C:5]([CH:6]=[CH:7][NH:8]2)=[CH:4][CH:3]=1.[Al+3].[Cl-].[Cl-].[Cl-].[C:15](Cl)(=[O:17])[CH3:16].CO. (3) Given the product [Br:1][C:2]1[C:11]2[C:6]3=[C:7]([C:12](=[O:14])[N:22]([C:21]4[C:23]([CH:27]([CH3:28])[CH3:29])=[CH:24][CH:25]=[CH:26][C:20]=4[CH:17]([CH3:19])[CH3:18])[C:15](=[O:16])[C:5]3=[CH:4][CH:3]=1)[CH:8]=[CH:9][CH:10]=2, predict the reactants needed to synthesize it. The reactants are: [Br:1][C:2]1[C:11]2[C:6]3=[C:7]([C:12]([O:14][C:15](=[O:16])[C:5]3=[CH:4][CH:3]=1)=O)[CH:8]=[CH:9][CH:10]=2.[CH:17]([C:20]1[CH:26]=[CH:25][CH:24]=[C:23]([CH:27]([CH3:29])[CH3:28])[C:21]=1[NH2:22])([CH3:19])[CH3:18]. (4) Given the product [ClH:1].[CH2:19]([C:16]1[CH:17]=[CH:18][C:13]([N:3]2[C:4]3[C:9](=[CH:8][CH:7]=[CH:6][CH:5]=3)[C:10]([CH:11]=[O:12])=[C:2]2[N:21]2[CH2:26][CH2:25][NH:24][CH2:23][CH2:22]2)=[CH:14][CH:15]=1)[CH3:20], predict the reactants needed to synthesize it. The reactants are: [Cl:1][C:2]1[N:3]([C:13]2[CH:18]=[CH:17][C:16]([CH2:19][CH3:20])=[CH:15][CH:14]=2)[C:4]2[C:9]([C:10]=1[CH:11]=[O:12])=[CH:8][CH:7]=[CH:6][CH:5]=2.[NH:21]1[CH2:26][CH2:25][NH:24][CH2:23][CH2:22]1.Cl. (5) Given the product [CH2:20]([O:19][C:18]([N:9]1[CH2:8][CH2:7][C:6]2[C:11](=[CH:12][C:3]([OH:2])=[CH:4][CH:5]=2)[CH2:10]1)=[O:27])[C:21]1[CH:26]=[CH:25][CH:24]=[CH:23][CH:22]=1, predict the reactants needed to synthesize it. The reactants are: Br.[OH:2][C:3]1[CH:12]=[C:11]2[C:6]([CH2:7][CH2:8][NH:9][CH2:10]2)=[CH:5][CH:4]=1.O1CCCC1.[C:18](Cl)(=[O:27])[O:19][CH2:20][C:21]1[CH:26]=[CH:25][CH:24]=[CH:23][CH:22]=1. (6) Given the product [F:59][C:60]1[CH:61]=[C:62]([NH:67][C:68](=[O:69])[NH:32][C:33]2[CH:34]=[CH:35][C:36]([C:39]3[S:43][C:42]([CH2:44][CH2:45][C:46]([CH3:58])([CH3:57])[C:47]([NH:49][S:50]([C:53]([F:54])([F:55])[F:56])(=[O:52])=[O:51])=[O:48])=[N:41][CH:40]=3)=[CH:37][CH:38]=2)[CH:63]=[C:64]([F:66])[CH:65]=1, predict the reactants needed to synthesize it. The reactants are: FC(F)(F)C1C=C(NC(=O)NC2C=CC(C3SC(CCC(OC)=O)=NC=3)=CC=2)C=CC=1.[NH2:32][C:33]1[CH:38]=[CH:37][C:36]([C:39]2[S:43][C:42]([CH2:44][CH2:45][C:46]([CH3:58])([CH3:57])[C:47]([NH:49][S:50]([C:53]([F:56])([F:55])[F:54])(=[O:52])=[O:51])=[O:48])=[N:41][CH:40]=2)=[CH:35][CH:34]=1.[F:59][C:60]1[CH:61]=[C:62]([N:67]=[C:68]=[O:69])[CH:63]=[C:64]([F:66])[CH:65]=1.